Dataset: Forward reaction prediction with 1.9M reactions from USPTO patents (1976-2016). Task: Predict the product of the given reaction. (1) Given the reactants [Br:1][C:2]1[CH:3]=[C:4]([CH2:16]O)[CH:5]=[CH:6][C:7]=1[O:8][Si:9]([C:12]([CH3:15])([CH3:14])[CH3:13])([CH3:11])[CH3:10].C1C=CC(P(C2C=CC=CC=2)C2C=CC=CC=2)=CC=1.[C:37]([O:41][C:42]([NH:44][C:45]([NH:47][C:48]([O:50][C:51]([CH3:54])([CH3:53])[CH3:52])=[O:49])=[NH:46])=[O:43])([CH3:40])([CH3:39])[CH3:38].CC(OC(/N=N/C(OC(C)C)=O)=O)C, predict the reaction product. The product is: [C:51]([O:50][C:48]([N:47]([CH2:16][C:4]1[CH:5]=[CH:6][C:7]([O:8][Si:9]([C:12]([CH3:13])([CH3:14])[CH3:15])([CH3:10])[CH3:11])=[C:2]([Br:1])[CH:3]=1)[C:45]([NH:44][C:42]([O:41][C:37]([CH3:40])([CH3:39])[CH3:38])=[O:43])=[NH:46])=[O:49])([CH3:54])([CH3:53])[CH3:52]. (2) Given the reactants Cl[CH2:2][C:3](=O)[CH2:4][C:5]([O:7][CH2:8]C)=[O:6].S(=O)(=O)(O)O.[CH3:16][C:17]1[C:22]([OH:23])=[CH:21][C:20]([CH3:24])=[CH:19][C:18]=1[OH:25].[OH-].[Na+].Cl, predict the reaction product. The product is: [CH3:8][O:7][C:5](=[O:6])[CH2:4][C:3]1[C:21]2[C:20]([CH3:24])=[CH:19][C:18]([OH:25])=[C:17]([CH3:16])[C:22]=2[O:23][CH:2]=1. (3) Given the reactants [Cl:1][C:2]1[C:3]2[C:13]([CH3:14])=[CH:12][CH:11]=[CH:10][C:4]=2[S:5][C:6]=1C(O)=O.N1C2C(=CC=CC=2)C=CC=1, predict the reaction product. The product is: [Cl:1][C:2]1[C:3]2[C:13]([CH3:14])=[CH:12][CH:11]=[CH:10][C:4]=2[S:5][CH:6]=1. (4) Given the reactants [NH2:1][C:2]1[NH:6][NH:5][C:4](=[O:7])[C:3]=1[CH2:8][C:9]1[CH:14]=[CH:13][CH:12]=[C:11]([C:15]([F:18])([F:17])[F:16])[C:10]=1[CH3:19].O=[C:21]([CH:28]1[CH2:33][CH2:32][O:31][CH2:30][CH2:29]1)[CH2:22][C:23](OCC)=[O:24].Cl.O1CCOCC1, predict the reaction product. The product is: [CH3:19][C:10]1[C:11]([C:15]([F:17])([F:18])[F:16])=[CH:12][CH:13]=[CH:14][C:9]=1[CH2:8][C:3]1[C:4]([OH:7])=[N:5][N:6]2[C:23]([OH:24])=[CH:22][C:21]([CH:28]3[CH2:33][CH2:32][O:31][CH2:30][CH2:29]3)=[N:1][C:2]=12. (5) Given the reactants [Cl:1][C:2]1[CH:3]=[C:4]2[C:9](=[C:10]([O:12]C)[CH:11]=1)[N:8]=[CH:7][CH:6]=[CH:5]2.Cl.N1C=CC=CC=1.C(=O)(O)[O-].[Na+], predict the reaction product. The product is: [Cl:1][C:2]1[CH:3]=[C:4]2[C:9](=[C:10]([OH:12])[CH:11]=1)[N:8]=[CH:7][CH:6]=[CH:5]2. (6) Given the reactants [OH:1][C:2]1[CH:3]=[CH:4][C:5]2[C:9]([O:10][C:11]3[CH:16]=[CH:15][C:14]([O:17][CH2:18][CH2:19][N:20]4[CH2:25][CH2:24][CH2:23][CH2:22][CH2:21]4)=[CH:13][CH:12]=3)=[C:8]([C:26]3[CH:31]=[CH:30][C:29]([C:32]([C:34]4[CH:39]=[CH:38][CH:37]=[CH:36][CH:35]=4)=[O:33])=[CH:28][CH:27]=3)[S:7][C:6]=2[CH:40]=1.[ClH:41], predict the reaction product. The product is: [ClH:41].[OH:1][C:2]1[CH:3]=[CH:4][C:5]2[C:9]([O:10][C:11]3[CH:16]=[CH:15][C:14]([O:17][CH2:18][CH2:19][N:20]4[CH2:21][CH2:22][CH2:23][CH2:24][CH2:25]4)=[CH:13][CH:12]=3)=[C:8]([C:26]3[CH:31]=[CH:30][C:29]([C:32]([C:34]4[CH:39]=[CH:38][CH:37]=[CH:36][CH:35]=4)=[O:33])=[CH:28][CH:27]=3)[S:7][C:6]=2[CH:40]=1. (7) Given the reactants C(NC(C)C)(C)C.C([Li])CCC.C[Si](C=[N+]=[N-])(C)C.[C:20]([N:24]1[CH:29]=[CH:28]C(=O)N=C1)([CH3:23])([CH3:22])[CH3:21].[O:31]1[CH2:35][CH2:34][CH2:33][CH2:32]1, predict the reaction product. The product is: [C:20]([N:24]1[CH2:29][CH2:28][CH:34]([CH:35]=[O:31])[CH2:33][CH2:32]1)([CH3:23])([CH3:22])[CH3:21]. (8) Given the reactants O[CH2:2][C:3]1[CH:8]=[CH:7][N:6]=[C:5]([NH:9][C:10](=[O:12])[CH3:11])[CH:4]=1.C(N(CC)CC)C.CS(Cl)(=O)=O.[CH3:25][C:26]1[CH:27]=[C:28]([CH:42]=[C:43]([CH3:45])[CH:44]=1)[C:29]([C:31]1[NH:36][C:35](=[O:37])[NH:34][C:33](=[O:38])[C:32]=1[CH:39]([CH3:41])[CH3:40])=[O:30].C(=O)([O-])[O-].[K+].[K+].[I-].[Li+], predict the reaction product. The product is: [CH3:45][C:43]1[CH:42]=[C:28]([CH:27]=[C:26]([CH3:25])[CH:44]=1)[C:29]([C:31]1[N:36]([CH2:2][C:3]2[CH:8]=[CH:7][N:6]=[C:5]([NH:9][C:10](=[O:12])[CH3:11])[CH:4]=2)[C:35](=[O:37])[NH:34][C:33](=[O:38])[C:32]=1[CH:39]([CH3:41])[CH3:40])=[O:30]. (9) Given the reactants C1(P(C2C=CC=CC=2)C2C=CC3C(=CC=CC=3)C=2[C:18]2[C:27]3[C:22](=[CH:23][CH:24]=[CH:25][CH:26]=3)[CH:21]=[CH:20][C:19]=2P(C2C=CC=CC=2)C2C=CC=CC=2)C=CC=CC=1.P([O-])([O-])([O-])=O.[K+].[K+].[K+].[CH2:55]([NH2:62])[C:56]1[CH:61]=[CH:60][CH:59]=[CH:58][CH:57]=1.C(P(C(C)(C)C)C1C=C[CH:71]=[CH:70][C:69]=1[C:74]1[CH:79]=[CH:78][CH:77]=[CH:76][CH:75]=1)(C)(C)C.[C:84]([O:87][CH2:88][CH3:89])(=[O:86])[CH3:85], predict the reaction product. The product is: [CH2:55]([NH:62][C:77]1[CH:78]=[C:79]2[C:74](=[CH:75][C:76]=1[C:18]1[CH:27]=[CH:26][C:25]3[C:20](=[CH:21][CH:22]=[CH:23][CH:24]=3)[CH:19]=1)[CH:69]([CH2:85][C:84]([O:87][CH2:88][CH3:89])=[O:86])[CH2:70][CH2:71]2)[C:56]1[CH:61]=[CH:60][CH:59]=[CH:58][CH:57]=1. (10) Given the reactants C(OC([N:8]([C:12]1[S:13][CH2:14][C@@H:15]2[C@@H:20]([CH3:21])[O:19][CH2:18][C@:16]2([C:22]2[CH:27]=[C:26](Br)[CH:25]=[CH:24][C:23]=2[F:29])[N:17]=1)C([O-])=O)=O)(C)(C)C.O.[F:31][C:32]([F:43])([F:42])[C:33]1[CH:34]=[C:35](B(O)O)[CH:36]=[N:37][CH:38]=1.C(=O)([O-])[O-].[Cs+].[Cs+], predict the reaction product. The product is: [F:29][C:23]1[CH:24]=[CH:25][C:26]([C:35]2[CH:36]=[N:37][CH:38]=[C:33]([C:32]([F:43])([F:42])[F:31])[CH:34]=2)=[CH:27][C:22]=1[C@:16]12[CH2:18][O:19][C@H:20]([CH3:21])[C@H:15]1[CH2:14][S:13][C:12]([NH2:8])=[N:17]2.